Dataset: NCI-60 drug combinations with 297,098 pairs across 59 cell lines. Task: Regression. Given two drug SMILES strings and cell line genomic features, predict the synergy score measuring deviation from expected non-interaction effect. (1) Drug 1: C1C(C(OC1N2C=NC3=C(N=C(N=C32)Cl)N)CO)O. Drug 2: CCC1(C2=C(COC1=O)C(=O)N3CC4=CC5=C(C=CC(=C5CN(C)C)O)N=C4C3=C2)O.Cl. Cell line: K-562. Synergy scores: CSS=43.4, Synergy_ZIP=-14.8, Synergy_Bliss=-16.3, Synergy_Loewe=-12.1, Synergy_HSA=-8.49. (2) Drug 1: CC(C)CN1C=NC2=C1C3=CC=CC=C3N=C2N. Drug 2: CC1C(C(CC(O1)OC2CC(CC3=C2C(=C4C(=C3O)C(=O)C5=CC=CC=C5C4=O)O)(C(=O)C)O)N)O. Cell line: OVCAR3. Synergy scores: CSS=37.1, Synergy_ZIP=3.45, Synergy_Bliss=3.64, Synergy_Loewe=-9.90, Synergy_HSA=1.31. (3) Drug 2: CC1CCCC2(C(O2)CC(NC(=O)CC(C(C(=O)C(C1O)C)(C)C)O)C(=CC3=CSC(=N3)C)C)C. Synergy scores: CSS=31.3, Synergy_ZIP=-1.74, Synergy_Bliss=-2.50, Synergy_Loewe=-4.49, Synergy_HSA=1.29. Cell line: HOP-62. Drug 1: C1CCC(C(C1)N)N.C(=O)(C(=O)[O-])[O-].[Pt+4]. (4) Drug 1: CN1C(=O)N2C=NC(=C2N=N1)C(=O)N. Drug 2: C(CN)CNCCSP(=O)(O)O. Cell line: EKVX. Synergy scores: CSS=-1.84, Synergy_ZIP=1.80, Synergy_Bliss=1.25, Synergy_Loewe=-0.827, Synergy_HSA=-1.63. (5) Drug 1: C1CC(=O)NC(=O)C1N2CC3=C(C2=O)C=CC=C3N. Drug 2: C(CN)CNCCSP(=O)(O)O. Cell line: SF-268. Synergy scores: CSS=7.29, Synergy_ZIP=-1.77, Synergy_Bliss=-1.90, Synergy_Loewe=1.43, Synergy_HSA=-2.71. (6) Drug 1: CCC1(CC2CC(C3=C(CCN(C2)C1)C4=CC=CC=C4N3)(C5=C(C=C6C(=C5)C78CCN9C7C(C=CC9)(C(C(C8N6C)(C(=O)OC)O)OC(=O)C)CC)OC)C(=O)OC)O.OS(=O)(=O)O. Drug 2: B(C(CC(C)C)NC(=O)C(CC1=CC=CC=C1)NC(=O)C2=NC=CN=C2)(O)O. Cell line: LOX IMVI. Synergy scores: CSS=44.5, Synergy_ZIP=-2.88, Synergy_Bliss=-7.10, Synergy_Loewe=-12.6, Synergy_HSA=-6.48. (7) Drug 1: C1C(C(OC1N2C=C(C(=O)NC2=O)F)CO)O. Drug 2: CCC1(CC2CC(C3=C(CCN(C2)C1)C4=CC=CC=C4N3)(C5=C(C=C6C(=C5)C78CCN9C7C(C=CC9)(C(C(C8N6C)(C(=O)OC)O)OC(=O)C)CC)OC)C(=O)OC)O.OS(=O)(=O)O. Cell line: NCI-H226. Synergy scores: CSS=16.1, Synergy_ZIP=-1.39, Synergy_Bliss=3.28, Synergy_Loewe=-2.64, Synergy_HSA=-2.34. (8) Drug 1: CN1C(=O)N2C=NC(=C2N=N1)C(=O)N. Cell line: UACC-257. Synergy scores: CSS=-2.71, Synergy_ZIP=0.563, Synergy_Bliss=-1.37, Synergy_Loewe=-5.83, Synergy_HSA=-5.33. Drug 2: CCN(CC)CCNC(=O)C1=C(NC(=C1C)C=C2C3=C(C=CC(=C3)F)NC2=O)C. (9) Drug 1: CNC(=O)C1=CC=CC=C1SC2=CC3=C(C=C2)C(=NN3)C=CC4=CC=CC=N4. Drug 2: C(CCl)NC(=O)N(CCCl)N=O. Cell line: MCF7. Synergy scores: CSS=1.59, Synergy_ZIP=0.851, Synergy_Bliss=6.07, Synergy_Loewe=-4.46, Synergy_HSA=1.22.